Predict the product of the given reaction. From a dataset of Forward reaction prediction with 1.9M reactions from USPTO patents (1976-2016). (1) Given the reactants [F:1][C:2]1[CH:3]=[CH:4][C:5]([C:8]2[C:12]([CH2:13][O:14][C:15]3[CH:16]=[CH:17][C:18]([C:21]([OH:23])=O)=[N:19][CH:20]=3)=[C:11]([CH3:24])[O:10][N:9]=2)=[N:6][CH:7]=1.[CH:25]1([NH2:28])[CH2:27][CH2:26]1, predict the reaction product. The product is: [CH:25]1([NH:28][C:21]([C:18]2[CH:17]=[CH:16][C:15]([O:14][CH2:13][C:12]3[C:8]([C:5]4[CH:4]=[CH:3][C:2]([F:1])=[CH:7][N:6]=4)=[N:9][O:10][C:11]=3[CH3:24])=[CH:20][N:19]=2)=[O:23])[CH2:27][CH2:26]1. (2) Given the reactants [CH3:1][O:2][C:3]1[CH:8]=[CH:7][C:6]([S:9][CH2:10][C:11](O)=O)=[CH:5][CH:4]=1.COC1C=CC(S)=CC=1.BrCC[CH2:26][C:27]([O:29]CC)=[O:28].[OH-].[K+], predict the reaction product. The product is: [CH3:1][O:2][C:3]1[CH:4]=[CH:5][C:6]([S:9][CH2:10][CH2:11][CH2:26][C:27]([OH:29])=[O:28])=[CH:7][CH:8]=1. (3) Given the reactants [CH2:1]([N:8]1[C:13](=[O:14])[C:12]2[CH:15]=[C:16]([C:18](O)=[O:19])[S:17][C:11]=2[N:10]([CH3:21])[C:9]1=[O:22])[C:2]1[CH:7]=[CH:6][CH:5]=[CH:4][CH:3]=1.[CH2:23]([NH2:30])[C:24]1[CH:29]=[CH:28][CH:27]=[CH:26][CH:25]=1, predict the reaction product. The product is: [CH2:23]([NH:30][C:18]([C:16]1[S:17][C:11]2[N:10]([CH3:21])[C:9](=[O:22])[N:8]([CH2:1][C:2]3[CH:7]=[CH:6][CH:5]=[CH:4][CH:3]=3)[C:13](=[O:14])[C:12]=2[CH:15]=1)=[O:19])[C:24]1[CH:29]=[CH:28][CH:27]=[CH:26][CH:25]=1. (4) Given the reactants [CH3:1][C:2]1[C:6]([C:7]2[N:8]([C:20]3[CH:25]=[CH:24][C:23]([O:26]C)=[CH:22][CH:21]=3)[C:9]3[C:14]([C:15]=2[NH:16][C:17]([NH2:19])=[O:18])=[CH:13][CH:12]=[CH:11][CH:10]=3)=[C:5]([CH3:28])[O:4][N:3]=1, predict the reaction product. The product is: [CH3:1][C:2]1[C:6]([C:7]2[N:8]([C:20]3[CH:21]=[CH:22][C:23]([OH:26])=[CH:24][CH:25]=3)[C:9]3[C:14]([C:15]=2[NH:16][C:17]([NH2:19])=[O:18])=[CH:13][CH:12]=[CH:11][CH:10]=3)=[C:5]([CH3:28])[O:4][N:3]=1. (5) Given the reactants [C:1]([O-:4])(=O)C.[Na+].[CH:6]1[CH:7]=[CH:8][NH+]=[CH:10][CH:11]=1.[O-:12][Cr](Cl)(=O)=O.CC[O:19][CH2:20]C, predict the reaction product. The product is: [CH3:20][O:19][C:10](=[O:12])[CH2:11][CH2:6][CH2:7][CH2:8][CH:1]=[O:4].